Dataset: Catalyst prediction with 721,799 reactions and 888 catalyst types from USPTO. Task: Predict which catalyst facilitates the given reaction. (1) Reactant: [H-].[Al+3].[Li+].[H-].[H-].[H-].C[O:8][C:9]([C:11]1[C:20]([CH3:21])=[C:19]([O:22][CH2:23][C:24]2[CH:29]=[CH:28][CH:27]=[CH:26][CH:25]=2)[C:18]2[C:13](=[CH:14][CH:15]=[C:16]([F:30])[CH:17]=2)[CH:12]=1)=O.Cl. Product: [CH2:23]([O:22][C:19]1[C:18]2[C:13](=[CH:14][CH:15]=[C:16]([F:30])[CH:17]=2)[CH:12]=[C:11]([CH2:9][OH:8])[C:20]=1[CH3:21])[C:24]1[CH:25]=[CH:26][CH:27]=[CH:28][CH:29]=1. The catalyst class is: 7. (2) Reactant: [OH-].[Na+].[C:3]([O:7][C:8]([N:10]1[C@@H:14]([CH2:15][CH2:16][C:17]([O:19]C)=[O:18])[CH2:13][O:12][C:11]1([CH3:22])[CH3:21])=[O:9])([CH3:6])([CH3:5])[CH3:4]. Product: [C:3]([O:7][C:8]([N:10]1[C@@H:14]([CH2:15][CH2:16][C:17]([OH:19])=[O:18])[CH2:13][O:12][C:11]1([CH3:22])[CH3:21])=[O:9])([CH3:6])([CH3:4])[CH3:5]. The catalyst class is: 72. (3) Reactant: [CH3:1][C:2]1[CH:7]=[CH:6][C:5]([C:8]2[CH:9]=[CH:10][CH:11]=[C:12]3[C:16]=2[C:15](=O)[CH:14]([CH2:18][CH:19]2[CH2:24][CH2:23][CH2:22][CH2:21][CH2:20]2)[CH2:13]3)=[CH:4][CH:3]=1.[BH4-].[Na+].CO.S(=O)(=O)(O)O. Product: [CH3:1][C:2]1[CH:3]=[CH:4][C:5]([C:8]2[CH:9]=[CH:10][CH:11]=[C:12]3[C:16]=2[CH2:15][C:14]([CH2:18][CH:19]2[CH2:24][CH2:23][CH2:22][CH2:21][CH2:20]2)=[CH:13]3)=[CH:6][CH:7]=1. The catalyst class is: 93. (4) Reactant: [C:1]([C:5]1[CH:6]=[C:7]([CH:11]=[C:12]([C:14]2[N:15]([CH2:24][CH:25]3[CH2:30][CH2:29][CH2:28][CH2:27][CH2:26]3)[C:16]([CH3:23])=[C:17]([S:19](=[O:22])(=[O:21])[NH2:20])[CH:18]=2)[CH:13]=1)[C:8]([OH:10])=O)([CH3:4])([CH3:3])[CH3:2].CCN(C(C)C)C(C)C.CN(C(ON1N=NC2C=CC=NC1=2)=[N+](C)C)C.F[P-](F)(F)(F)(F)F.[CH3:64][CH:65]([CH3:68])[CH2:66][NH2:67]. Product: [C:1]([C:5]1[CH:6]=[C:7]([CH:11]=[C:12]([C:14]2[N:15]([CH2:24][CH:25]3[CH2:30][CH2:29][CH2:28][CH2:27][CH2:26]3)[C:16]([CH3:23])=[C:17]([S:19](=[O:22])(=[O:21])[NH2:20])[CH:18]=2)[CH:13]=1)[C:8]([NH:67][CH2:66][CH:65]([CH3:68])[CH3:64])=[O:10])([CH3:3])([CH3:4])[CH3:2]. The catalyst class is: 3. (5) Reactant: Cl[C:2]1[CH:3]=[CH:4][C:5]2[N:6]([C:8]([CH2:11][OH:12])=[N:9][N:10]=2)[N:7]=1.[C:13]1(B(O)O)[CH:18]=[CH:17][CH:16]=[CH:15][CH:14]=1.C([O-])([O-])=O.[K+].[K+].O1CCOCC1. Product: [C:13]1([C:2]2[CH:3]=[CH:4][C:5]3[N:6]([C:8]([CH2:11][OH:12])=[N:9][N:10]=3)[N:7]=2)[CH:18]=[CH:17][CH:16]=[CH:15][CH:14]=1. The catalyst class is: 103. (6) The catalyst class is: 119. Reactant: [CH:1]([O:4][C:5]1[CH:6]=[C:7]([CH2:13][OH:14])[CH:8]=[C:9]([CH2:11][OH:12])[CH:10]=1)([CH3:3])[CH3:2].C(N(CC)CC)C.[C:22]([Si:26](Cl)([C:33]1[CH:38]=[CH:37][CH:36]=[CH:35][CH:34]=1)[C:27]1[CH:32]=[CH:31][CH:30]=[CH:29][CH:28]=1)([CH3:25])([CH3:24])[CH3:23].C(=O)([O-])O.[Na+]. Product: [Si:26]([O:12][CH2:11][C:9]1[CH:8]=[C:7]([CH2:13][OH:14])[CH:6]=[C:5]([O:4][CH:1]([CH3:3])[CH3:2])[CH:10]=1)([C:22]([CH3:25])([CH3:24])[CH3:23])([C:33]1[CH:34]=[CH:35][CH:36]=[CH:37][CH:38]=1)[C:27]1[CH:32]=[CH:31][CH:30]=[CH:29][CH:28]=1. (7) Reactant: [F:1][C:2]1[CH:7]=[CH:6][C:5]([CH:8]2[CH:17]([C:18]3[N:22]([CH3:23])[CH:21]=[N:20][N:19]=3)[C:16](=O)[C:15]3[C:14]([C:25]([O:27]CC)=O)=[CH:13][CH:12]=[CH:11][C:10]=3[NH:9]2)=[CH:4][CH:3]=1.O.[NH2:31][NH2:32]. Product: [F:1][C:2]1[CH:3]=[CH:4][C:5]([CH:8]2[NH:9][C:10]3[C:15]4[C:16](=[N:31][NH:32][C:25](=[O:27])[C:14]=4[CH:13]=[CH:12][CH:11]=3)[CH:17]2[C:18]2[N:22]([CH3:23])[CH:21]=[N:20][N:19]=2)=[CH:6][CH:7]=1. The catalyst class is: 5.